The task is: Predict the reactants needed to synthesize the given product.. This data is from Full USPTO retrosynthesis dataset with 1.9M reactions from patents (1976-2016). (1) Given the product [CH:5]1([NH:10][C:11]2[N:16]=[C:15]([C:17]3[C:18]([C:30]4[CH:35]=[CH:34][C:33]([F:36])=[CH:32][CH:31]=4)=[N:19][N:20]4[C:25]([CH3:26])=[C:24]([C:27]([NH:40][CH:37]5[CH2:39][CH2:38]5)=[O:28])[CH:23]=[CH:22][C:21]=34)[CH:14]=[CH:13][N:12]=2)[CH2:9][CH2:8][CH2:7][CH2:6]1, predict the reactants needed to synthesize it. The reactants are: S(Cl)(Cl)=O.[CH:5]1([NH:10][C:11]2[N:16]=[C:15]([C:17]3[C:18]([C:30]4[CH:35]=[CH:34][C:33]([F:36])=[CH:32][CH:31]=4)=[N:19][N:20]4[C:25]([CH3:26])=[C:24]([C:27](O)=[O:28])[CH:23]=[CH:22][C:21]=34)[CH:14]=[CH:13][N:12]=2)[CH2:9][CH2:8][CH2:7][CH2:6]1.[CH:37]1([NH2:40])[CH2:39][CH2:38]1. (2) Given the product [CH3:26][O:25][C:22]1[CH:21]=[CH:20][C:19]([CH2:17][C:10]2[CH:11]=[C:12]([O:15][CH3:16])[CH:13]=[CH:14][C:9]=2[OH:8])=[CH:24][CH:23]=1, predict the reactants needed to synthesize it. The reactants are: C([O:8][C:9]1[CH:14]=[CH:13][C:12]([O:15][CH3:16])=[CH:11][C:10]=1[CH:17]([C:19]1[CH:24]=[CH:23][C:22]([O:25][CH3:26])=[CH:21][CH:20]=1)O)C1C=CC=CC=1.Cl. (3) Given the product [NH2:17][C:3]1[C:2]([NH:36][C:33]2[CH:34]=[C:35]3[C:30]([C:29](=[O:37])[NH:28][NH:27]3)=[CH:31][CH:32]=2)=[N:7][CH:6]=[N:5][C:4]=1[NH:8][C:9]1[NH:10][N:11]=[C:12]([CH:14]2[CH2:16][CH2:15]2)[CH:13]=1, predict the reactants needed to synthesize it. The reactants are: Cl[C:2]1[N:7]=[CH:6][N:5]=[C:4]([NH:8][C:9]2[NH:10][N:11]=[C:12]([CH:14]3[CH2:16][CH2:15]3)[CH:13]=2)[C:3]=1[N+:17]([O-])=O.C(OC([N:27]1[C:35]2[C:30](=[CH:31][CH:32]=[C:33]([NH2:36])[CH:34]=2)[C:29](=[O:37])[NH:28]1)=O)(C)(C)C.C(N(C(C)C)CC)(C)C. (4) Given the product [F:1][C:2]1[CH:3]=[C:4]([CH:7]=[CH:8][C:9]=1[N+:10]([O-:12])=[O:11])[C:5]([NH2:6])=[O:14], predict the reactants needed to synthesize it. The reactants are: [F:1][C:2]1[CH:3]=[C:4]([CH:7]=[CH:8][C:9]=1[N+:10]([O-:12])=[O:11])[C:5]#[N:6].C(=O)([O-])[O-:14].[K+].[K+].